This data is from Peptide-MHC class I binding affinity with 185,985 pairs from IEDB/IMGT. The task is: Regression. Given a peptide amino acid sequence and an MHC pseudo amino acid sequence, predict their binding affinity value. This is MHC class I binding data. (1) The peptide sequence is LVSDYCNVLNKEFT. The MHC is HLA-A02:01 with pseudo-sequence HLA-A02:01. The binding affinity (normalized) is 0.0738. (2) The peptide sequence is YPFHIFYPV. The MHC is HLA-C07:01 with pseudo-sequence HLA-C07:01. The binding affinity (normalized) is 0.0847. (3) The peptide sequence is VMTEGRHAV. The MHC is HLA-A31:01 with pseudo-sequence HLA-A31:01. The binding affinity (normalized) is 0.362. (4) The peptide sequence is LDRPHTPQF. The MHC is HLA-A24:02 with pseudo-sequence HLA-A24:02. The binding affinity (normalized) is 0.0686. (5) The binding affinity (normalized) is 0.0847. The MHC is HLA-B57:01 with pseudo-sequence HLA-B57:01. The peptide sequence is RVFGFRTAK. (6) The peptide sequence is DTTTDISKY. The MHC is HLA-A11:01 with pseudo-sequence HLA-A11:01. The binding affinity (normalized) is 0.0847. (7) The peptide sequence is RLHRLLLMR. The MHC is HLA-B15:01 with pseudo-sequence HLA-B15:01. The binding affinity (normalized) is 0.213. (8) The peptide sequence is NPDIVIYQY. The MHC is HLA-B27:05 with pseudo-sequence HLA-B27:05. The binding affinity (normalized) is 0.